Predict which catalyst facilitates the given reaction. From a dataset of Catalyst prediction with 721,799 reactions and 888 catalyst types from USPTO. (1) Reactant: [H-].[Na+].[CH3:3][O:4][C:5]([C:7]1[C:8]([CH:20]([CH3:22])[CH3:21])=[N:9][C:10]2[C:15]([C:16]=1[OH:17])=[CH:14][C:13]([Cl:18])=[CH:12][C:11]=2[Cl:19])=[O:6].[F:23][C:24]([F:43])([F:42])[S:25](N(C1C=CC=CC=1)[S:25]([C:24]([F:43])([F:42])[F:23])(=[O:27])=[O:26])(=[O:27])=[O:26]. Product: [CH3:3][O:4][C:5]([C:7]1[C:8]([CH:20]([CH3:22])[CH3:21])=[N:9][C:10]2[C:15]([C:16]=1[O:17][S:25]([C:24]([F:43])([F:42])[F:23])(=[O:27])=[O:26])=[CH:14][C:13]([Cl:18])=[CH:12][C:11]=2[Cl:19])=[O:6]. The catalyst class is: 18. (2) Reactant: [C:1]([OH:8])(=[O:7])/[CH:2]=[CH:3]/[C:4]([OH:6])=[O:5].[CH3:9][N:10]([CH2:17][CH2:18][O:19][C:20]1[CH:33]=[CH:32][C:23]([CH2:24][CH:25]2[S:29][C:28](=[O:30])[NH:27][C:26]2=[O:31])=[CH:22][CH:21]=1)[C:11]1[CH:16]=[CH:15][CH:14]=[CH:13][N:12]=1. Product: [C:1]([OH:8])(=[O:7])/[CH:2]=[CH:3]/[C:4]([OH:6])=[O:5].[CH3:9][N:10]([CH2:17][CH2:18][O:19][C:20]1[CH:33]=[CH:32][C:23]([CH2:24][CH:25]2[S:29][C:28](=[O:30])[NH:27][C:26]2=[O:31])=[CH:22][CH:21]=1)[C:11]1[CH:16]=[CH:15][CH:14]=[CH:13][N:12]=1. The catalyst class is: 7.